Dataset: Full USPTO retrosynthesis dataset with 1.9M reactions from patents (1976-2016). Task: Predict the reactants needed to synthesize the given product. (1) Given the product [O:3]=[C:2]1[N:15]([C@@H:16]([CH2:17][CH:18]([CH3:20])[CH3:19])[C:21]([OH:23])=[O:22])[C:6](=[O:8])[C:5]2[C:4](=[CH:13][CH:12]=[CH:11][CH:10]=2)[NH:1]1, predict the reactants needed to synthesize it. The reactants are: [N:1]([C:4]1[CH:13]=[CH:12][CH:11]=[CH:10][C:5]=1[C:6]([O:8]C)=O)=[C:2]=[O:3].Cl.[NH2:15][C@H:16]([C:21]([O:23]C)=[O:22])[CH2:17][CH:18]([CH3:20])[CH3:19].[OH-].[Na+].Cl. (2) Given the product [CH:4]([C:5]1[O:13][C:12]2[C:11]([C:14]([NH:16][C:17]3[CH:22]=[CH:21][CH:20]=[CH:19][C:18]=3[O:23][CH3:24])=[O:15])=[CH:10][N:9]=[CH:8][C:7]=2[CH:6]=1)=[O:3], predict the reactants needed to synthesize it. The reactants are: C([O:3][CH:4](OCC)[C:5]1[O:13][C:12]2[C:11]([C:14]([NH:16][C:17]3[CH:22]=[CH:21][CH:20]=[CH:19][C:18]=3[O:23][CH3:24])=[O:15])=[CH:10][N:9]=[CH:8][C:7]=2[CH:6]=1)C.Cl.C(=O)(O)[O-].[Na+]. (3) Given the product [Cl:1][C:2]1[N:7]=[C:6]([C:8]2([C:9]#[N:10])[CH2:16][CH2:15][CH2:14]2)[CH:5]=[CH:4][CH:3]=1, predict the reactants needed to synthesize it. The reactants are: [Cl:1][C:2]1[N:7]=[C:6]([CH2:8][C:9]#[N:10])[CH:5]=[CH:4][CH:3]=1.[OH-].[Na+].Br[CH2:14][CH2:15][CH2:16]Br. (4) Given the product [CH2:1]([O:8][C:9]1[CH:14]=[CH:13][CH:12]=[C:11]([F:15])[C:10]=1[NH2:16])[C:2]1[CH:3]=[CH:4][CH:5]=[CH:6][CH:7]=1, predict the reactants needed to synthesize it. The reactants are: [CH2:1]([O:8][C:9]1[CH:14]=[CH:13][CH:12]=[C:11]([F:15])[C:10]=1[N+:16]([O-])=O)[C:2]1[CH:7]=[CH:6][CH:5]=[CH:4][CH:3]=1.Cl[Sn]Cl.C([O-])([O-])=O.[K+].[K+]. (5) Given the product [CH3:1][O:2][C:3]1[CH:29]=[CH:28][C:6]2[NH:7][C:8](=[O:27])[N:9]([CH:12]3[CH2:17][CH2:16][N:15]([C:18]4[CH:23]=[CH:22][N:21]=[C:20]([C:24]([N:30]5[C:40]6[C:41]7[CH:32]([CH2:33][C:34](=[O:42])[NH:35][C:36]=7[CH:37]=[CH:38][CH:39]=6)[CH2:31]5)=[O:26])[CH:19]=4)[CH2:14][CH2:13]3)[CH2:10][CH2:11][C:5]=2[CH:4]=1, predict the reactants needed to synthesize it. The reactants are: [CH3:1][O:2][C:3]1[CH:29]=[CH:28][C:6]2[NH:7][C:8](=[O:27])[N:9]([CH:12]3[CH2:17][CH2:16][N:15]([C:18]4[CH:23]=[CH:22][N:21]=[C:20]([C:24]([OH:26])=O)[CH:19]=4)[CH2:14][CH2:13]3)[CH2:10][CH2:11][C:5]=2[CH:4]=1.[NH:30]1[C:40]2[C:41]3[CH:32]([CH2:33][C:34](=[O:42])[NH:35][C:36]=3[CH:37]=[CH:38][CH:39]=2)[CH2:31]1.CN(C(ON1N=NC2C=CC=CC1=2)=[N+](C)C)C.[B-](F)(F)(F)F. (6) Given the product [CH3:2][C:1]1[O:7][C:6]([C:8]2[N:9]=[N:10][C:11]([N:14]3[CH2:19][CH2:18][CH:17]([O:20][C:21]4[CH:26]=[CH:25][CH:24]=[CH:23][C:22]=4[C:27]([F:30])([F:28])[F:29])[CH2:16][CH2:15]3)=[CH:12][CH:13]=2)=[N:5][N:4]=1, predict the reactants needed to synthesize it. The reactants are: [C:1]([NH:4][NH:5][C:6]([C:8]1[N:9]=[N:10][C:11]([N:14]2[CH2:19][CH2:18][CH:17]([O:20][C:21]3[CH:26]=[CH:25][CH:24]=[CH:23][C:22]=3[C:27]([F:30])([F:29])[F:28])[CH2:16][CH2:15]2)=[CH:12][CH:13]=1)=[O:7])(=O)[CH3:2].C1(C)C=CC(S(Cl)(=O)=O)=CC=1.N1C=CC=CC=1. (7) Given the product [Cl:1][C:2]1[CH:17]=[CH:16][C:5]([O:6][C:7]2[CH:8]=[CH:9][C:10]([C:11]([NH:29][S:26]([N:25]([CH3:30])[CH3:24])(=[O:28])=[O:27])=[O:13])=[CH:14][CH:15]=2)=[C:4]([C:18]2[CH:23]=[CH:22][N:21]=[N:20][CH:19]=2)[CH:3]=1, predict the reactants needed to synthesize it. The reactants are: [Cl:1][C:2]1[CH:17]=[CH:16][C:5]([O:6][C:7]2[CH:15]=[CH:14][C:10]([C:11]([OH:13])=O)=[CH:9][CH:8]=2)=[C:4]([C:18]2[CH:23]=[CH:22][N:21]=[N:20][CH:19]=2)[CH:3]=1.[CH3:24][N:25]([CH3:30])[S:26]([NH2:29])(=[O:28])=[O:27]. (8) The reactants are: [NH2:1][CH2:2][CH2:3][NH:4][C:5]([C:7]1[CH:11]=[C:10]([C:12]2[CH:17]=[C:16]([O:18][C:19]3[CH:24]=[C:23]([C:25]([NH:27][C:28]4[CH:33]=[C:32]([CH3:34])[CH:31]=[CH:30][C:29]=4[F:35])=[O:26])[CH:22]=[CH:21][C:20]=3[F:36])[CH:15]=[CH:14][N:13]=2)[NH:9][CH:8]=1)=[O:6].C(N(CC)C(C)C)(C)C.Br[CH2:47][C:48]([O:50][CH3:51])=[O:49].O. Given the product [F:36][C:20]1[CH:21]=[CH:22][C:23]([C:25]([NH:27][C:28]2[CH:33]=[C:32]([CH3:34])[CH:31]=[CH:30][C:29]=2[F:35])=[O:26])=[CH:24][C:19]=1[O:18][C:16]1[CH:15]=[CH:14][N:13]=[C:12]([C:10]2[NH:9][CH:8]=[C:7]([C:5]([NH:4][CH2:3][CH2:2][NH:1][CH2:47][C:48]([O:50][CH3:51])=[O:49])=[O:6])[CH:11]=2)[CH:17]=1, predict the reactants needed to synthesize it.